Dataset: Retrosynthesis with 50K atom-mapped reactions and 10 reaction types from USPTO. Task: Predict the reactants needed to synthesize the given product. Given the product C#CC(C)(C)NCCC=O, predict the reactants needed to synthesize it. The reactants are: C#CC(C)(C)N.O=CCCBr.